From a dataset of Forward reaction prediction with 1.9M reactions from USPTO patents (1976-2016). Predict the product of the given reaction. Given the reactants [CH:1]1([CH:6]([C:20]2[CH:24]=[CH:23][S:22][CH:21]=2)[NH:7][C:8]([C:10]2[CH:11]=[C:12]3[C:16](=[CH:17][CH:18]=2)[NH:15][N:14]=[C:13]3I)=[O:9])[CH2:5][CH2:4][CH2:3][CH2:2]1.[CH3:25][O:26][CH2:27][CH2:28][N:29]1[CH2:34][CH2:33][CH:32]([O:35][C:36]2[CH:41]=[CH:40][C:39](B3OC(C)(C)C(C)(C)O3)=[CH:38][CH:37]=2)[CH2:31][CH2:30]1, predict the reaction product. The product is: [CH:1]1([CH:6]([C:20]2[CH:24]=[CH:23][S:22][CH:21]=2)[NH:7][C:8]([C:10]2[CH:11]=[C:12]3[C:16](=[CH:17][CH:18]=2)[NH:15][N:14]=[C:13]3[C:39]2[CH:38]=[CH:37][C:36]([O:35][CH:32]3[CH2:31][CH2:30][N:29]([CH2:28][CH2:27][O:26][CH3:25])[CH2:34][CH2:33]3)=[CH:41][CH:40]=2)=[O:9])[CH2:5][CH2:4][CH2:3][CH2:2]1.